The task is: Predict the product of the given reaction.. This data is from Forward reaction prediction with 1.9M reactions from USPTO patents (1976-2016). (1) Given the reactants [C:1](=[O:4])([O-])[O-:2].[Na+].[Na+].Br[C:8]1[CH:18]=[CH:17][C:11]([C:12](OCC)=[O:13])=[CH:10][CH:9]=1.[OH-].[Na+].Cl.[C:22]1([CH3:28])[CH:27]=[CH:26][CH:25]=[CH:24][CH:23]=1, predict the reaction product. The product is: [O:13]1[C:12]([C:11]2[CH:17]=[CH:18][C:8]([C:1]([OH:2])=[O:4])=[CH:9][CH:10]=2)=[CH:28][C:22]2[CH:27]=[CH:26][CH:25]=[CH:24][C:23]1=2. (2) Given the reactants [CH3:1][C:2]1([CH3:13])[CH2:7][CH:6]([C:8]([OH:10])=O)[CH2:5][C:4]([CH3:12])([CH3:11])[O:3]1.[NH:14]1[C:18]2[CH:19]=[CH:20][CH:21]=[CH:22][C:17]=2[N:16]=[N:15]1.S(Cl)(Cl)=O, predict the reaction product. The product is: [N:14]1([C:8]([CH:6]2[CH2:5][C:4]([CH3:12])([CH3:11])[O:3][C:2]([CH3:1])([CH3:13])[CH2:7]2)=[O:10])[C:18]2[CH:19]=[CH:20][CH:21]=[CH:22][C:17]=2[N:16]=[N:15]1. (3) Given the reactants O=[C:2]1[O:7][C:6]([C:8]2[CH:9]=[C:10]([O:14]C(=O)C)[CH:11]=[CH:12][CH:13]=2)=[N:5][C:4]2[CH:18]=[CH:19][CH:20]=[CH:21][C:3]1=2.[CH2:22]([NH2:30])[CH2:23][C:24]1[CH:29]=[CH:28][CH:27]=[CH:26][CH:25]=1, predict the reaction product. The product is: [OH:14][C:10]1[CH:9]=[C:8]([C:6]2[N:30]([CH2:22][CH2:23][C:24]3[CH:29]=[CH:28][CH:27]=[CH:26][CH:25]=3)[C:2](=[O:7])[C:3]3[C:4](=[CH:18][CH:19]=[CH:20][CH:21]=3)[N:5]=2)[CH:13]=[CH:12][CH:11]=1. (4) Given the reactants [CH3:1][C:2]1[CH:3]=[C:4]([CH:8]=[CH:9][N:10]=1)[C:5]([OH:7])=[O:6].[CH3:11]O, predict the reaction product. The product is: [CH3:11][O:6][C:5](=[O:7])[C:4]1[CH:8]=[CH:9][N:10]=[C:2]([CH3:1])[CH:3]=1. (5) Given the reactants [NH2:1][C:2]1[CH:7]=[CH:6][C:5]([CH3:8])=[CH:4][N:3]=1.[Br:9]Br.[OH-].[Na+], predict the reaction product. The product is: [NH2:1][C:2]1[C:7]([Br:9])=[CH:6][C:5]([CH3:8])=[CH:4][N:3]=1. (6) Given the reactants [CH2:1]([CH:8]1[CH2:13][CH2:12][N:11]([C:14]2[C:19]([Br:20])=[C:18]([CH3:21])[N:17]=[C:16]([CH3:22])[C:15]=2[C@H:23]([OH:30])[C:24]([O:26][CH:27]([CH3:29])[CH3:28])=[O:25])[CH2:10][CH2:9]1)[C:2]1[CH:7]=[CH:6][CH:5]=[CH:4][CH:3]=1, predict the reaction product. The product is: [CH2:1]([CH:8]1[CH2:13][CH2:12][N:11]([C:14]2[C:19]([Br:20])=[C:18]([CH3:21])[N:17]=[C:16]([CH3:22])[C:15]=2[C@H:23]([O:30][C:2]([CH3:7])([CH3:3])[CH3:1])[C:24]([O:26][CH:27]([CH3:28])[CH3:29])=[O:25])[CH2:10][CH2:9]1)[C:2]1[CH:7]=[CH:6][CH:5]=[CH:4][CH:3]=1.